From a dataset of Reaction yield outcomes from USPTO patents with 853,638 reactions. Predict the reaction yield, written as a fraction of the theoretical maximum amount of product (1.0 means a 100% yield; for example, 0.34 means a 34% yield). (1) The reactants are [Cl:1][C:2]1[N:7]=[C:6]([C:8]([O:10][CH3:11])=[O:9])[CH:5]=[C:4](Cl)[N:3]=1.[NH:13]1[CH:17]=[CH:16][N:15]=[CH:14]1. No catalyst specified. The product is [Cl:1][C:2]1[N:7]=[C:6]([C:8]([O:10][CH3:11])=[O:9])[CH:5]=[C:4]([N:13]2[CH:17]=[CH:16][N:15]=[CH:14]2)[N:3]=1. The yield is 0.240. (2) The reactants are [CH:1]1([NH:4][C:5]([C:7]2[N:8]=[N:9][N:10]([C:12]3[CH:17]=[CH:16][C:15]([C:18]([NH:20][CH2:21][CH3:22])=[O:19])=[CH:14][C:13]=3[OH:23])[CH:11]=2)=[O:6])[CH2:3][CH2:2]1.Br[CH2:25][CH2:26][CH2:27][CH2:28][CH2:29][F:30].C(=O)([O-])[O-].[K+].[K+].O. The catalyst is CN(C=O)C. The product is [CH:1]1([NH:4][C:5]([C:7]2[N:8]=[N:9][N:10]([C:12]3[CH:17]=[CH:16][C:15]([C:18]([NH:20][CH2:21][CH3:22])=[O:19])=[CH:14][C:13]=3[O:23][CH2:25][CH2:26][CH2:27][CH2:28][CH2:29][F:30])[CH:11]=2)=[O:6])[CH2:3][CH2:2]1. The yield is 0.600. (3) The reactants are Cl[CH2:2][CH:3]1[CH:7]([CH3:8])[O:6][C:5](=[O:9])[O:4]1.[F:10][C:11]1[CH:12]=[C:13]([NH:22][C:23]([C@@H:25]2[N:34]([C:35]([C@@H:37]3[CH2:40][C@H:39]([C:41]([OH:43])=[O:42])[CH2:38]3)=[O:36])[CH2:33][CH2:32][C:31]3[N:30]=[C:29]([O:44][CH3:45])[CH:28]=[CH:27][C:26]2=3)=[O:24])[CH:14]=[C:15]2[C:19]=1[C:18]([CH3:21])([CH3:20])[CH2:17][CH2:16]2.C(=O)([O-])[O-].[K+].[K+].O. The catalyst is CN(C=O)C. The product is [F:10][C:11]1[CH:12]=[C:13]([NH:22][C:23]([C@@H:25]2[N:34]([C:35]([C@@H:37]3[CH2:40][C@H:39]([C:41]([O:43][CH2:2][C:3]4[O:4][C:5](=[O:9])[O:6][C:7]=4[CH3:8])=[O:42])[CH2:38]3)=[O:36])[CH2:33][CH2:32][C:31]3[N:30]=[C:29]([O:44][CH3:45])[CH:28]=[CH:27][C:26]2=3)=[O:24])[CH:14]=[C:15]2[C:19]=1[C:18]([CH3:20])([CH3:21])[CH2:17][CH2:16]2. The yield is 0.475. (4) The catalyst is O.O1CCCC1. The product is [Br:3][C:4]1[CH:5]=[C:6]2[C:11](=[CH:12][CH:13]=1)[N:10]=[CH:9][C:8]([C:14]([OH:16])=[O:15])=[C:7]2[NH:19][CH2:20][C@@H:21]([O:23][CH3:24])[CH3:22]. The reactants are [OH-].[Na+].[Br:3][C:4]1[CH:5]=[C:6]2[C:11](=[CH:12][CH:13]=1)[N:10]=[CH:9][C:8]([C:14]([O:16]CC)=[O:15])=[C:7]2[NH:19][CH2:20][C@@H:21]([O:23][CH3:24])[CH3:22].Cl. The yield is 0.860. (5) The reactants are [F:1][C:2]1[CH:7]=[CH:6][C:5]([O:8][C:9](=[O:32])[N:10]([C@H:12]2[C@H:16]([C:17]3[CH:22]=[CH:21][C:20]([Cl:23])=[CH:19][CH:18]=3)[CH2:15][N:14]([C:24]([CH:26]3[CH2:31][CH2:30][NH:29][CH2:28][CH2:27]3)=[O:25])[CH2:13]2)[CH3:11])=[CH:4][CH:3]=1.Cl[C:34]1[N:39]=[N:38][C:37]([C:40]#[N:41])=[CH:36][CH:35]=1.C(N(CC)C(C)C)(C)C. The catalyst is CN(C=O)C.C(OCC)(=O)C. The product is [F:1][C:2]1[CH:7]=[CH:6][C:5]([O:8][C:9](=[O:32])[N:10]([C@H:12]2[C@H:16]([C:17]3[CH:22]=[CH:21][C:20]([Cl:23])=[CH:19][CH:18]=3)[CH2:15][N:14]([C:24]([CH:26]3[CH2:31][CH2:30][N:29]([C:34]4[N:39]=[N:38][C:37]([C:40]#[N:41])=[CH:36][CH:35]=4)[CH2:28][CH2:27]3)=[O:25])[CH2:13]2)[CH3:11])=[CH:4][CH:3]=1. The yield is 0.730. (6) The reactants are [CH3:1][C:2]1([CH3:14])[O:6][C@@H:5]([CH2:7][CH2:8]OS(C)(=O)=O)[CH2:4][O:3]1.[N-:15]=[N+:16]=[N-:17].[Na+]. The catalyst is CN(C)C=O. The product is [N:15]([CH2:8][CH2:7][C@H:5]1[CH2:4][O:3][C:2]([CH3:14])([CH3:1])[O:6]1)=[N+:16]=[N-:17]. The yield is 0.880. (7) The reactants are [CH3:1][C@:2]12[C@@:19]3([CH3:20])[C@@H:10]([C@:11]4([CH3:33])[C@@H:16]([CH2:17][CH2:18]3)[C:15]([CH3:22])([CH3:21])[C:14]([C:23]3[CH:32]=[CH:31][C:26]([C:27]([O:29][CH3:30])=[O:28])=[CH:25][CH:24]=3)=[CH:13][CH2:12]4)[CH2:9][CH2:8][C@@H:7]1[C@H:6]1[C@H:34]([C:37]([CH3:39])=[CH2:38])[CH2:35][CH2:36][C@:5]1([NH:40][C:41]([NH2:43])=[S:42])[CH2:4][CH2:3]2.C(N(CC)C(C)C)(C)C.Br[CH2:54][C:55](=O)[C:56]([CH3:59])([CH3:58])[CH3:57].O. The catalyst is CN(C=O)C. The product is [C:56]([C:55]1[N:43]=[C:41]([NH:40][C@:5]23[CH2:36][CH2:35][C@@H:34]([C:37]([CH3:39])=[CH2:38])[C@@H:6]2[C@@H:7]2[C@@:2]([CH3:1])([CH2:3][CH2:4]3)[C@@:19]3([CH3:20])[C@@H:10]([C@:11]4([CH3:33])[C@@H:16]([CH2:17][CH2:18]3)[C:15]([CH3:21])([CH3:22])[C:14]([C:23]3[CH:32]=[CH:31][C:26]([C:27]([O:29][CH3:30])=[O:28])=[CH:25][CH:24]=3)=[CH:13][CH2:12]4)[CH2:9][CH2:8]2)[S:42][CH:54]=1)([CH3:59])([CH3:58])[CH3:57]. The yield is 0.910. (8) The reactants are [CH3:1][S:2]([C:5]1[CH:10]=[CH:9][C:8]([CH:11]([CH2:20][CH:21]2[CH2:25][CH2:24][CH:23]([O:26]C3CCCCO3)[CH2:22]2)[C:12]([NH:14][C:15]2[S:16][CH:17]=[CH:18][N:19]=2)=[O:13])=[CH:7][CH:6]=1)(=[O:4])=[O:3].C1(C)C=CC(S([O-])(=O)=O)=CC=1.[NH+]1C=CC=CC=1. The catalyst is C(O)C. The product is [OH:26][CH:23]1[CH2:24][CH2:25][CH:21]([CH2:20][CH:11]([C:8]2[CH:7]=[CH:6][C:5]([S:2]([CH3:1])(=[O:4])=[O:3])=[CH:10][CH:9]=2)[C:12]([NH:14][C:15]2[S:16][CH:17]=[CH:18][N:19]=2)=[O:13])[CH2:22]1. The yield is 0.860. (9) The reactants are [OH:1][C:2]1[CH:3]=[C:4]([CH2:8][C@H:9]([O:14][CH:15]([CH3:17])[CH3:16])[C:10]([O:12]C)=[O:11])[CH:5]=[CH:6][CH:7]=1.[OH-].[Na+].C(OC)(C)(C)C. The catalyst is CO. The product is [OH:1][C:2]1[CH:3]=[C:4]([CH2:8][C@H:9]([O:14][CH:15]([CH3:17])[CH3:16])[C:10]([OH:12])=[O:11])[CH:5]=[CH:6][CH:7]=1. The yield is 0.950.